This data is from Rat liver microsome stability data. The task is: Regression/Classification. Given a drug SMILES string, predict its absorption, distribution, metabolism, or excretion properties. Task type varies by dataset: regression for continuous measurements (e.g., permeability, clearance, half-life) or binary classification for categorical outcomes (e.g., BBB penetration, CYP inhibition). Dataset: rlm. (1) The drug is N#Cc1ccc(N2CCN(CCCCNC(=O)c3ccc(-c4ccsc4)cc3)CC2)cc1. The result is 1 (stable in rat liver microsomes). (2) The drug is O=S(=O)(NCc1ccc(-c2ccc(F)cc2F)cc1)c1cc2cc(Cl)ccc2[nH]1. The result is 0 (unstable in rat liver microsomes). (3) The molecule is CC(C)(O)C=CC(=O)[C@](C)(O)[C@H]1[C@H](O)C[C@]2(C)[C@@H]3CC=C4[C@@H](C=C(O)C(=O)C4(C)C)[C@]3(C)C(=O)C[C@@]12C. The result is 0 (unstable in rat liver microsomes). (4) The compound is COc1ccc(-n2cnc3cc(C(=O)N4CCCCC4)ccc32)cc1. The result is 1 (stable in rat liver microsomes).